From a dataset of Peptide-MHC class I binding affinity with 185,985 pairs from IEDB/IMGT. Regression. Given a peptide amino acid sequence and an MHC pseudo amino acid sequence, predict their binding affinity value. This is MHC class I binding data. (1) The peptide sequence is KRWIILGLNK. The MHC is HLA-A26:01 with pseudo-sequence HLA-A26:01. The binding affinity (normalized) is 0. (2) The peptide sequence is AVIKDATNL. The MHC is H-2-Kb with pseudo-sequence H-2-Kb. The binding affinity (normalized) is 0.295. (3) The MHC is HLA-A02:06 with pseudo-sequence HLA-A02:06. The peptide sequence is IEPSNEEKI. The binding affinity (normalized) is 0.339. (4) The peptide sequence is TMFEALPHI. The MHC is HLA-B07:02 with pseudo-sequence HLA-B07:02. The binding affinity (normalized) is 0.0897. (5) The peptide sequence is KEQYCALSPG. The MHC is HLA-B44:03 with pseudo-sequence HLA-B44:03. The binding affinity (normalized) is 0.247.